Dataset: hERG potassium channel inhibition data for cardiac toxicity prediction from Karim et al.. Task: Regression/Classification. Given a drug SMILES string, predict its toxicity properties. Task type varies by dataset: regression for continuous values (e.g., LD50, hERG inhibition percentage) or binary classification for toxic/non-toxic outcomes (e.g., AMES mutagenicity, cardiotoxicity, hepatotoxicity). Dataset: herg_karim. The compound is Cc1ccc2c(N3CCN(CCc4cccc5c4OCC(=O)N5C)CC3)cccc2n1. The result is 1 (blocker).